From a dataset of NCI-60 drug combinations with 297,098 pairs across 59 cell lines. Regression. Given two drug SMILES strings and cell line genomic features, predict the synergy score measuring deviation from expected non-interaction effect. (1) Drug 1: CC1=CC2C(CCC3(C2CCC3(C(=O)C)OC(=O)C)C)C4(C1=CC(=O)CC4)C. Drug 2: C1=NC2=C(N=C(N=C2N1C3C(C(C(O3)CO)O)F)Cl)N. Cell line: UACC-257. Synergy scores: CSS=24.3, Synergy_ZIP=-2.30, Synergy_Bliss=-0.750, Synergy_Loewe=-34.0, Synergy_HSA=-2.89. (2) Drug 1: C1=NC(=NC(=O)N1C2C(C(C(O2)CO)O)O)N. Drug 2: CN1C2=C(C=C(C=C2)N(CCCl)CCCl)N=C1CCCC(=O)O.Cl. Cell line: 786-0. Synergy scores: CSS=34.2, Synergy_ZIP=-8.46, Synergy_Bliss=1.68, Synergy_Loewe=-36.1, Synergy_HSA=0.650.